The task is: Predict the reaction yield, written as a fraction of the theoretical maximum amount of product (1.0 means a 100% yield; for example, 0.34 means a 34% yield).. This data is from Reaction yield outcomes from USPTO patents with 853,638 reactions. The catalyst is C(O)=O.[Pd]. The reactants are [Br:1][C:2]1[C:3]([N+:9]([O-])=O)=[C:4]([NH2:8])[CH:5]=[CH:6][CH:7]=1.[CH:12]([O-])=O.[NH4+]. The yield is 0.300. The product is [Br:1][C:2]1[C:3]2[N:9]=[CH:12][NH:8][C:4]=2[CH:5]=[CH:6][CH:7]=1.